From a dataset of Reaction yield outcomes from USPTO patents with 853,638 reactions. Predict the reaction yield, written as a fraction of the theoretical maximum amount of product (1.0 means a 100% yield; for example, 0.34 means a 34% yield). (1) The reactants are C(N(C(C)C)CC)(C)C.Cl[C:11]1[CH:16]=[C:15]([N:17]([CH:25]2[CH2:27][CH2:26]2)[C:18](=[O:24])[O:19][C:20]([CH3:23])([CH3:22])[CH3:21])[N:14]2[N:28]=[CH:29][C:30]([CH:31]=[O:32])=[C:13]2[N:12]=1.[CH2:33]([SH:40])[C:34]1[CH:39]=[CH:38][CH:37]=[CH:36][CH:35]=1. The catalyst is C(O)C. The product is [CH2:33]([S:40][C:11]1[CH:16]=[C:15]([N:17]([CH:25]2[CH2:27][CH2:26]2)[C:18](=[O:24])[O:19][C:20]([CH3:23])([CH3:22])[CH3:21])[N:14]2[N:28]=[CH:29][C:30]([CH:31]=[O:32])=[C:13]2[N:12]=1)[C:34]1[CH:39]=[CH:38][CH:37]=[CH:36][CH:35]=1. The yield is 0.470. (2) The reactants are [P:1]([O:13][CH2:14][N:15]1[C:19]2[N:20]=[CH:21][C:22]3[N:23]([C:24]([CH3:27])=[N:25][CH:26]=3)[C:18]=2[CH:17]=[C:16]1[C:28]1[C:36]2[C:31](=[CH:32][CH:33]=[C:34]([O:37][CH3:38])[CH:35]=2)[N:30]([CH3:39])[CH:29]=1)([O:8]C(C)(C)C)([O:3]C(C)(C)C)=[O:2].C(O)(C(F)(F)F)=O. The catalyst is C(Cl)Cl. The product is [P:1]([OH:3])([OH:8])([O:13][CH2:14][N:15]1[C:19]2[N:20]=[CH:21][C:22]3[N:23]([C:24]([CH3:27])=[N:25][CH:26]=3)[C:18]=2[CH:17]=[C:16]1[C:28]1[C:36]2[C:31](=[CH:32][CH:33]=[C:34]([O:37][CH3:38])[CH:35]=2)[N:30]([CH3:39])[CH:29]=1)=[O:2]. The yield is 0.410. (3) The catalyst is C(Cl)Cl. The yield is 0.500. The product is [Cl:1][C:2]1[C:3]([NH:17][CH2:18][C:19]2[CH:24]=[CH:23][CH:22]=[C:21]([OH:25])[CH:20]=2)=[N:4][C:5]([NH:8][C:9]2[CH:10]=[C:11]([OH:15])[CH:12]=[CH:13][CH:14]=2)=[N:6][CH:7]=1. The reactants are [Cl:1][C:2]1[C:3]([NH:17][CH2:18][C:19]2[CH:24]=[CH:23][CH:22]=[C:21]([O:25]C)[CH:20]=2)=[N:4][C:5]([NH:8][C:9]2[CH:14]=[CH:13][CH:12]=[C:11]([O:15]C)[CH:10]=2)=[N:6][CH:7]=1.B(Br)(Br)Br.C([O-])(O)=O.[Na+]. (4) The reactants are Br[C:2]1[CH:7]=[CH:6][C:5]([C:8]([OH:11])([CH3:10])[CH3:9])=[C:4]([O:12][CH3:13])[CH:3]=1.[Cl:14][C:15]1[CH:23]=[C:22]2[C:18]([C:19]([C:24]([O:26][CH3:27])=[O:25])=[CH:20][NH:21]2)=[CH:17][C:16]=1B1OCC(C)(C)CO1.C(O)C.C(=O)([O-])[O-].[K+].[K+]. The catalyst is C1(C)C=CC=CC=1.C1C=CC(P(C2C=CC=CC=2)[C-]2C=CC=C2)=CC=1.C1C=CC(P(C2C=CC=CC=2)[C-]2C=CC=C2)=CC=1.Cl[Pd]Cl.[Fe+2].O1CCCC1. The product is [Cl:14][C:15]1[CH:23]=[C:22]2[C:18]([C:19]([C:24]([O:26][CH3:27])=[O:25])=[CH:20][NH:21]2)=[CH:17][C:16]=1[C:2]1[CH:7]=[CH:6][C:5]([C:8]([OH:11])([CH3:10])[CH3:9])=[C:4]([O:12][CH3:13])[CH:3]=1. The yield is 0.590. (5) The reactants are FC(F)(F)S(O[C:7]1[N:8]=[C:9]([CH3:21])[C:10]2[C:15]([CH:16]=1)=[CH:14][C:13]([O:17][CH3:18])=[C:12]([O:19][CH3:20])[CH:11]=2)(=O)=O.[Cl:24][C:25]1[CH:30]=[CH:29][C:28](B(O)O)=[CH:27][CH:26]=1.C([O-])([O-])=O.[Na+].[Na+].CCOC(C)=O. The catalyst is C1(C)C=CC=CC=1. The product is [Cl:24][C:25]1[CH:30]=[CH:29][C:28]([C:7]2[N:8]=[C:9]([CH3:21])[C:10]3[C:15]([CH:16]=2)=[CH:14][C:13]([O:17][CH3:18])=[C:12]([O:19][CH3:20])[CH:11]=3)=[CH:27][CH:26]=1. The yield is 0.550.